This data is from Forward reaction prediction with 1.9M reactions from USPTO patents (1976-2016). The task is: Predict the product of the given reaction. (1) Given the reactants [CH2:1]([O:3][C:4](=[O:26])[CH2:5][N:6]1[CH2:11][CH2:10][N:9]([CH2:12][CH2:13][CH2:14][C:15]2[C:23]3[CH2:22][CH2:21][CH2:20][CH2:19][C:18]=3[NH:17][C:16]=2[CH:24]=O)[CH2:8][CH2:7]1)[CH3:2].[CH3:27][NH:28][S:29]([C:32]1[CH:33]=[C:34]2[C:38](=[CH:39][CH:40]=1)[NH:37][C:36](=[O:41])[CH2:35]2)(=[O:31])=[O:30], predict the reaction product. The product is: [CH2:1]([O:3][C:4](=[O:26])[CH2:5][N:6]1[CH2:11][CH2:10][N:9]([CH2:12][CH2:13][CH2:14][C:15]2[C:23]3[CH2:22][CH2:21][CH2:20][CH2:19][C:18]=3[NH:17][C:16]=2/[CH:24]=[C:35]2\[C:36](=[O:41])[NH:37][C:38]3[C:34]\2=[CH:33][C:32]([S:29](=[O:31])(=[O:30])[NH:28][CH3:27])=[CH:40][CH:39]=3)[CH2:8][CH2:7]1)[CH3:2]. (2) The product is: [CH3:11][O:12][C:13](=[O:43])[C@H:14]([CH2:23][C:24]1[CH:25]=[CH:26][C:27]([C:2]2[C:3](=[O:10])[N:4]([CH3:9])[CH:5]=[C:6]([Cl:8])[CH:7]=2)=[CH:28][CH:29]=1)[NH:15][C:16]([O:18][C:19]([CH3:22])([CH3:20])[CH3:21])=[O:17]. Given the reactants Br[C:2]1[C:3](=[O:10])[N:4]([CH3:9])[CH:5]=[C:6]([Cl:8])[CH:7]=1.[CH3:11][O:12][C:13](=[O:43])[C@H:14]([CH2:23][C:24]1[CH:29]=[CH:28][C:27]([Sn](CCCC)(CCCC)CCCC)=[CH:26][CH:25]=1)[NH:15][C:16]([O:18][C:19]([CH3:22])([CH3:21])[CH3:20])=[O:17], predict the reaction product.